This data is from Full USPTO retrosynthesis dataset with 1.9M reactions from patents (1976-2016). The task is: Predict the reactants needed to synthesize the given product. Given the product [CH3:4][O:5][CH2:6][O:7][CH2:8][C:9]1[CH:10]=[C:11]([C:20]([OH:22])=[O:21])[N:12]([C:14]2[CH:15]=[CH:16][CH:17]=[CH:18][CH:19]=2)[N:13]=1, predict the reactants needed to synthesize it. The reactants are: O.[OH-].[K+].[CH3:4][O:5][CH2:6][O:7][CH2:8][C:9]1[CH:10]=[C:11]([C:20]([O:22]CC)=[O:21])[N:12]([C:14]2[CH:19]=[CH:18][CH:17]=[CH:16][CH:15]=2)[N:13]=1.